Dataset: CYP1A2 inhibition data for predicting drug metabolism from PubChem BioAssay. Task: Regression/Classification. Given a drug SMILES string, predict its absorption, distribution, metabolism, or excretion properties. Task type varies by dataset: regression for continuous measurements (e.g., permeability, clearance, half-life) or binary classification for categorical outcomes (e.g., BBB penetration, CYP inhibition). Dataset: cyp1a2_veith. (1) The molecule is CO[C@@H]1COC(=O)C/C=C\[C@H](C)[C@@H](OC)COC(=O)[C@H](C)COC(=O)C/C=C\[C@H]1C. The result is 0 (non-inhibitor). (2) The compound is CC(C)=C[C@H]1[C@@H](COC(=O)c2cc3c(cc2Cl)OCO3)C1(C)C. The result is 1 (inhibitor). (3) The molecule is O=C(c1ccco1)N(CCC(c1ccccc1)c1ccco1)Cc1ccco1. The result is 1 (inhibitor). (4) The drug is Cl.OCCN1CCN(CCOc2cccc(Cl)c2)CC1. The result is 0 (non-inhibitor). (5) The compound is Cc1ccc(NC(=O)C2CC(=O)n3c(nc4ccccc43)N2)cc1. The result is 0 (non-inhibitor). (6) The molecule is O=C(O)CC(CC(=O)O)C(=O)O. The result is 0 (non-inhibitor). (7) The molecule is COc1cccc(C2=CC(c3ccccc3)n3nnnc3N2)c1. The result is 1 (inhibitor).